From a dataset of Full USPTO retrosynthesis dataset with 1.9M reactions from patents (1976-2016). Predict the reactants needed to synthesize the given product. (1) The reactants are: Cl.[CH3:2][NH:3][CH2:4][C@H:5]1[CH2:10][CH2:9][C@H:8]([C:11]([OH:13])=[O:12])[CH2:7][CH2:6]1.CCN(C(C)C)C(C)C.Br[C:24]1[N:29]=[CH:28][C:27]([Br:30])=[CH:26][N:25]=1. Given the product [Br:30][C:27]1[CH:26]=[N:25][C:24]([N:3]([CH2:4][C@H:5]2[CH2:10][CH2:9][C@H:8]([C:11]([OH:13])=[O:12])[CH2:7][CH2:6]2)[CH3:2])=[N:29][CH:28]=1, predict the reactants needed to synthesize it. (2) The reactants are: [F:1][C:2]1[CH:3]=[C:4]([C:9](=[O:11])[CH3:10])[CH:5]=[C:6]([F:8])[CH:7]=1.[CH3:12][Mg]Br. Given the product [F:1][C:2]1[CH:3]=[C:4]([C:9]([OH:11])([CH3:12])[CH3:10])[CH:5]=[C:6]([F:8])[CH:7]=1, predict the reactants needed to synthesize it. (3) Given the product [S:26]1[CH:30]=[CH:29][N:28]=[C:1]1[CH2:7][NH:8][C:9]1[CH:10]=[C:11]([CH2:15][CH2:16][CH2:17][NH:18][C:19](=[O:25])[O:20][C:21]([CH3:22])([CH3:23])[CH3:24])[CH:12]=[CH:13][CH:14]=1, predict the reactants needed to synthesize it. The reactants are: [CH:1]1([CH2:7][NH:8][C:9]2[CH:10]=[C:11]([CH2:15][CH2:16][CH2:17][NH:18][C:19](=[O:25])[O:20][C:21]([CH3:24])([CH3:23])[CH3:22])[CH:12]=[CH:13][CH:14]=2)CCCCC1.[S:26]1[CH:30]=[CH:29][N:28]=C1C=O.[BH4-].[Na+]. (4) Given the product [ClH:12].[F:26][C:24]1[CH:23]=[CH:22][C:20]2[O:21][CH:16]([CH2:15][CH2:14][CH2:13][NH:9][CH3:8])[S:17](=[O:34])(=[O:33])[N:18]([C:27]3[CH:32]=[CH:31][CH:30]=[CH:29][CH:28]=3)[C:19]=2[CH:25]=1, predict the reactants needed to synthesize it. The reactants are: [H-].[Na+].C(O[C:8](=O)[NH:9]C)(C)(C)C.[Cl:12][CH2:13][CH2:14][CH2:15][CH:16]1[O:21][C:20]2[CH:22]=[CH:23][C:24]([F:26])=[CH:25][C:19]=2[N:18]([C:27]2[CH:32]=[CH:31][CH:30]=[CH:29][CH:28]=2)[S:17]1(=[O:34])=[O:33].Cl. (5) Given the product [NH2:38][CH:39]([C:41]1[O:45][C:44]([C:46]([N:16]2[CH2:17][C@@H:18]([C:20]3[CH:21]=[CH:22][CH:23]=[CH:24][CH:25]=3)[CH2:19][C@H:15]2[CH2:14][N:11]2[CH2:12][CH2:13][C@H:9]([C:3]3[CH:4]=[CH:5][CH:6]=[CH:7][CH:8]=3)[CH2:10]2)=[O:47])=[CH:43][CH:42]=1)[CH3:40], predict the reactants needed to synthesize it. The reactants are: Cl.Cl.[C:3]1([C@H:9]2[CH2:13][CH2:12][N:11]([CH2:14][C@@H:15]3[CH2:19][C@H:18]([C:20]4[CH:25]=[CH:24][CH:23]=[CH:22][CH:21]=4)[CH2:17][NH:16]3)[CH2:10]2)[CH:8]=[CH:7][CH:6]=[CH:5][CH:4]=1.[N+](C1C=CC=CC=1S([NH:38][CH:39]([C:41]1[O:45][C:44]([C:46](O)=[O:47])=[CH:43][CH:42]=1)[CH3:40])(=O)=O)([O-])=O.C1CN([P+](ON2N=NC3C=CC=CC2=3)(N2CCCC2)N2CCCC2)CC1.F[P-](F)(F)(F)(F)F.CCN(C(C)C)C(C)C. (6) Given the product [Cl:31][C:27]1[C:26]([F:32])=[C:25]([CH:30]=[CH:29][CH:28]=1)[NH:24][C:15]1[C:14]2[C:19](=[CH:20][C:21]([O:22][CH3:23])=[C:12]([O:11][CH:7]3[CH2:8][CH2:9][CH2:10][N:5]([C:3](=[O:4])[CH2:2][N:34]([CH3:35])[CH3:33])[CH2:6]3)[CH:13]=2)[N:18]=[CH:17][N:16]=1, predict the reactants needed to synthesize it. The reactants are: Cl[CH2:2][C:3]([N:5]1[CH2:10][CH2:9][CH2:8][CH:7]([O:11][C:12]2[CH:13]=[C:14]3[C:19](=[CH:20][C:21]=2[O:22][CH3:23])[N:18]=[CH:17][N:16]=[C:15]3[NH:24][C:25]2[CH:30]=[CH:29][CH:28]=[C:27]([Cl:31])[C:26]=2[F:32])[CH2:6]1)=[O:4].[CH3:33][NH:34][CH3:35].